Dataset: Acute oral toxicity (LD50) regression data from Zhu et al.. Task: Regression/Classification. Given a drug SMILES string, predict its toxicity properties. Task type varies by dataset: regression for continuous values (e.g., LD50, hERG inhibition percentage) or binary classification for toxic/non-toxic outcomes (e.g., AMES mutagenicity, cardiotoxicity, hepatotoxicity). Dataset: ld50_zhu. (1) The drug is CSC(C)=NOC(=O)N(C)SSN(C)C(=O)ON=C(C)SC. The rat oral LD50 is 3.31, given as -log10 of the dose in mol/kg body weight (higher means more acutely toxic). (2) The molecule is C=C(Cl)Cl. The rat oral LD50 is 2.69, given as -log10 of the dose in mol/kg body weight (higher means more acutely toxic). (3) The molecule is N#CCCSCCC#N. The rat oral LD50 is 1.52, given as -log10 of the dose in mol/kg body weight (higher means more acutely toxic). (4) The drug is N#CC#CC#N. The rat oral LD50 is 2.24, given as -log10 of the dose in mol/kg body weight (higher means more acutely toxic). (5) The molecule is CC(C)C(=O)OCCc1ccccc1. The rat oral LD50 is 1.57, given as -log10 of the dose in mol/kg body weight (higher means more acutely toxic). (6) The molecule is C=CCNC(=O)ON=C1SCOC1C. The rat oral LD50 is 2.68, given as -log10 of the dose in mol/kg body weight (higher means more acutely toxic). (7) The compound is C[Si](C)(C)Cl. The rat oral LD50 is 1.35, given as -log10 of the dose in mol/kg body weight (higher means more acutely toxic).